From a dataset of Full USPTO retrosynthesis dataset with 1.9M reactions from patents (1976-2016). Predict the reactants needed to synthesize the given product. (1) Given the product [Cl:1][C:2]1[C:7]([C:8]([OH:10])=[O:9])=[C:6]([F:13])[C:5]([CH2:14][NH:15][C:16](=[O:22])[C:17]([CH3:20])([CH3:21])[CH2:18][F:19])=[CH:4][CH:3]=1, predict the reactants needed to synthesize it. The reactants are: [Cl:1][C:2]1[C:7]([C:8]([O:10]CC)=[O:9])=[C:6]([F:13])[C:5]([CH2:14][NH:15][C:16](=[O:22])[C:17]([CH3:21])([CH3:20])[CH2:18][F:19])=[CH:4][CH:3]=1.[OH-].[Na+]. (2) Given the product [CH2:1]([O:3][C:4]([C:6]1[C:7](=[O:29])[C:8]2[CH:13]=[N:12][C:11]([NH:43][C:40]3[CH:39]=[CH:38][C:37]([CH2:36][N:30]4[CH2:31][CH2:32][O:33][CH2:34][CH2:35]4)=[CH:42][CH:41]=3)=[N:10][C:9]=2[N:18]([C:20]2[CH:21]=[C:22]3[C:26](=[CH:27][CH:28]=2)[CH2:25][CH2:24][CH2:23]3)[CH:19]=1)=[O:5])[CH3:2], predict the reactants needed to synthesize it. The reactants are: [CH2:1]([O:3][C:4]([C:6]1[C:7](=[O:29])[C:8]2[CH:13]=[N:12][C:11](S(C)(=O)=O)=[N:10][C:9]=2[N:18]([C:20]2[CH:21]=[C:22]3[C:26](=[CH:27][CH:28]=2)[CH2:25][CH2:24][CH2:23]3)[CH:19]=1)=[O:5])[CH3:2].[N:30]1([CH2:36][C:37]2[CH:42]=[CH:41][C:40]([NH2:43])=[CH:39][CH:38]=2)[CH2:35][CH2:34][O:33][CH2:32][CH2:31]1. (3) Given the product [CH3:1][C:2]([O:4][C:5]1[S:9][C:8]2[CH2:10][CH2:11][N:12]([CH:14]([C:22]([CH:24]3[CH2:26][CH2:25]3)=[O:23])[C:15]3[CH:16]=[CH:17][CH:18]=[CH:19][C:20]=3[F:21])[CH2:13][C:7]=2[CH:6]=1)=[O:3], predict the reactants needed to synthesize it. The reactants are: [CH3:1][C:2]([O:4][C:5]1[S:9][C:8]2[CH2:10][CH2:11][N:12]([CH:14]([C:22]([CH:24]3[CH2:26][CH2:25]3)=[O:23])[C:15]3[CH:16]=[CH:17][CH:18]=[CH:19][C:20]=3[F:21])[CH2:13][C:7]=2[CH:6]=1)=[O:3].S(C1C=CC=CC=1)([O-])(=O)=O.C(O)[C@H]([C@H]([C@@H]([C@@H](CO)O)O)O)O. (4) Given the product [NH2:40][C:32]1[CH:31]=[CH:30][C:29]([N:24]([C:5]2[C:4]([CH:1]3[CH2:2][CH2:3]3)=[CH:23][C:8]3[C:9]([C:19](=[O:22])[NH:20][CH3:21])=[C:10]([C:12]4[CH:13]=[CH:14][C:15]([F:18])=[CH:16][CH:17]=4)[O:11][C:7]=3[CH:6]=2)[S:25]([CH3:28])(=[O:27])=[O:26])=[CH:34][C:33]=1[CH2:35][C:36]([O:38][CH3:39])=[O:37], predict the reactants needed to synthesize it. The reactants are: [CH:1]1([C:4]2[C:5]([N:24]([C:29]3[CH:30]=[CH:31][C:32]([N+:40]([O-])=O)=[C:33]([CH2:35][C:36]([O:38][CH3:39])=[O:37])[CH:34]=3)[S:25]([CH3:28])(=[O:27])=[O:26])=[CH:6][C:7]3[O:11][C:10]([C:12]4[CH:17]=[CH:16][C:15]([F:18])=[CH:14][CH:13]=4)=[C:9]([C:19](=[O:22])[NH:20][CH3:21])[C:8]=3[CH:23]=2)[CH2:3][CH2:2]1.